Predict the reaction yield, written as a fraction of the theoretical maximum amount of product (1.0 means a 100% yield; for example, 0.34 means a 34% yield). From a dataset of Reaction yield outcomes from USPTO patents with 853,638 reactions. (1) The reactants are [Br:1][C:2]1[CH:7]=[CH:6][C:5]([CH2:8][C@H:9]([NH:13]C(=O)OC(C)(C)C)[CH2:10][CH2:11][OH:12])=[CH:4][CH:3]=1.[ClH:21].O1CCOCC1. The product is [ClH:21].[NH2:13][C@@H:9]([CH2:8][C:5]1[CH:4]=[CH:3][C:2]([Br:1])=[CH:7][CH:6]=1)[CH2:10][CH2:11][OH:12]. No catalyst specified. The yield is 0.940. (2) The reactants are [CH3:1][O:2][C:3]1[CH:4]=[C:5]2[C:9](=[CH:10][CH:11]=1)[N:8]([CH2:12][C:13]([OH:15])=[O:14])[C:7](=[O:16])[CH2:6]2.[Cl:17][C:18]1[CH:19]=[N+:20]([O-:43])[CH:21]=[C:22]([Cl:42])[C:23]=1[CH2:24][C@@H:25]([C:27]1[CH:32]=[CH:31][C:30]([O:33][CH:34]([F:36])[F:35])=[C:29]([O:37][CH2:38][CH:39]2[CH2:41][CH2:40]2)[CH:28]=1)O.C(Cl)CCl. The catalyst is C(Cl)Cl.CN(C1C=CN=CC=1)C. The product is [Cl:17][C:18]1[CH:19]=[N+:20]([O-:43])[CH:21]=[C:22]([Cl:42])[C:23]=1[CH2:24][C@@H:25]([C:27]1[CH:32]=[CH:31][C:30]([O:33][CH:34]([F:36])[F:35])=[C:29]([O:37][CH2:38][CH:39]2[CH2:41][CH2:40]2)[CH:28]=1)[O:14][C:13](=[O:15])[CH2:12][N:8]1[C:9]2[C:5](=[CH:4][C:3]([O:2][CH3:1])=[CH:11][CH:10]=2)[CH2:6][C:7]1=[O:16]. The yield is 0.270. (3) The reactants are Br[C:2]1[CH:3]=[C:4]([N:8]2[CH2:13][C@H:12]([CH3:14])[O:11][C@H:10]([CH3:15])[CH2:9]2)[CH:5]=[CH:6][CH:7]=1.[B:16]1([B:16]2[O:20][C:19]([CH3:22])([CH3:21])[C:18]([CH3:24])([CH3:23])[O:17]2)[O:20][C:19]([CH3:22])([CH3:21])[C:18]([CH3:24])([CH3:23])[O:17]1.C(Cl)Cl.C([O-])(=O)C.[K+]. The catalyst is O1CCOCC1.CCOC(C)=O.C1C=CC(P(C2C=CC=CC=2)[C-]2C=CC=C2)=CC=1.C1C=CC(P(C2C=CC=CC=2)[C-]2C=CC=C2)=CC=1.Cl[Pd]Cl.[Fe+2]. The product is [CH3:15][C@H:10]1[O:11][C@@H:12]([CH3:14])[CH2:13][N:8]([C:4]2[CH:5]=[CH:6][CH:7]=[C:2]([B:16]3[O:20][C:19]([CH3:22])([CH3:21])[C:18]([CH3:24])([CH3:23])[O:17]3)[CH:3]=2)[CH2:9]1. The yield is 0.747. (4) The reactants are Br[C:2]1[CH:7]=[CH:6][CH:5]=[CH:4][C:3]=1[C:8]1[C:17]2[C:12](=[CH:13][CH:14]=[CH:15][CH:16]=2)[CH:11]=[CH:10][CH:9]=1.[CH2:18]([Li])[CH2:19][CH2:20][CH3:21].[CH:23]1[C:36]2[C:35](=[O:37])[C:34]3[C:29](=[CH:30][CH:31]=[CH:32][CH:33]=3)[C:28](=[O:38])[C:27]=2[CH:26]=[CH:25][CH:24]=1.[Cl-].[NH4+]. The catalyst is CCCCCC.C1COCC1.C1(C)C=CC=CC=1. The product is [C:21]1([C:8]2[CH:17]=[CH:12][CH:11]=[CH:10][C:9]=2[C:35]2([OH:37])[C:34]3[CH:33]=[CH:32][CH:31]=[CH:30][C:29]=3[C:28]([C:2]3[CH:7]=[CH:6][CH:5]=[CH:4][C:3]=3[C:8]3[C:17]4[C:12](=[CH:13][CH:14]=[CH:15][CH:16]=4)[CH:11]=[CH:10][CH:9]=3)([OH:38])[C:27]3[C:36]2=[CH:23][CH:24]=[CH:25][CH:26]=3)[C:7]2[C:2](=[CH:3][CH:4]=[CH:5][CH:6]=2)[CH:18]=[CH:19][CH:20]=1. The yield is 0.850.